This data is from Full USPTO retrosynthesis dataset with 1.9M reactions from patents (1976-2016). The task is: Predict the reactants needed to synthesize the given product. (1) Given the product [Cl:1][C:2]1[CH:22]=[CH:21][CH:20]=[C:19]([Cl:23])[C:3]=1[CH2:4][C:5]1[C:6](=[O:18])[O:7][C:8]2[C:13]([C:14]=1[CH3:15])=[CH:12][C:11]([Cl:16])=[C:10]([O:17][C:27](=[O:28])[N:26]([CH3:25])[C:35]1[CH:40]=[CH:39][CH:38]=[CH:37][CH:36]=1)[CH:9]=2, predict the reactants needed to synthesize it. The reactants are: [Cl:1][C:2]1[CH:22]=[CH:21][CH:20]=[C:19]([Cl:23])[C:3]=1[CH2:4][C:5]1[C:6](=[O:18])[O:7][C:8]2[C:13]([C:14]=1[CH3:15])=[CH:12][C:11]([Cl:16])=[C:10]([OH:17])[CH:9]=2.[I-].[CH3:25][N:26]([C:35]1[CH:40]=[CH:39][CH:38]=[CH:37][CH:36]=1)[C:27](N1C=C[N+](C)=C1)=[O:28]. (2) Given the product [CH2:21]([O:20][C:15]1[CH:16]=[CH:17][CH:18]=[CH:19][C:14]=1[C:12]1[O:11][N:10]=[C:9]([C:7]([NH:6][CH2:5][C:4]([OH:28])=[O:3])=[O:8])[CH:13]=1)[C:22]1[CH:23]=[CH:24][CH:25]=[CH:26][CH:27]=1, predict the reactants needed to synthesize it. The reactants are: C([O:3][C:4](=[O:28])[CH2:5][NH:6][C:7]([C:9]1[CH:13]=[C:12]([C:14]2[CH:19]=[CH:18][CH:17]=[CH:16][C:15]=2[O:20][CH2:21][C:22]2[CH:27]=[CH:26][CH:25]=[CH:24][CH:23]=2)[O:11][N:10]=1)=[O:8])C.CO.O.O[Li].O. (3) Given the product [Cl:8][C:5]1[CH:6]=[CH:7][C:2]([C@@:28]2([O:49][CH3:20])[C@H:27]([OH:26])[C@@H:32]([OH:33])[C@H:31]([OH:38])[C@@H:30]([CH2:43][OH:44])[O:29]2)=[CH:3][C:4]=1[CH2:9][C:10]1[CH:15]=[CH:14][C:13]([CH:16]2[CH2:18][CH2:17]2)=[CH:12][CH:11]=1, predict the reactants needed to synthesize it. The reactants are: Br[C:2]1[CH:7]=[CH:6][C:5]([Cl:8])=[C:4]([CH2:9][C:10]2[CH:15]=[CH:14][C:13]([CH:16]3[CH2:18][CH2:17]3)=[CH:12][CH:11]=2)[CH:3]=1.[Li][CH2:20]CCC.C[Si](C)(C)[O:26][C@@H:27]1[C@@H:32]([O:33][Si](C)(C)C)[C@H:31]([O:38][Si](C)(C)C)[C@@H:30]([CH2:43][O:44][Si](C)(C)C)[O:29][C:28]1=[O:49].O.CC1C=CC(S(O)(=O)=O)=CC=1.C(=O)(O)[O-].[Na+]. (4) Given the product [CH:2]1([C:5]2[N:6]=[CH:7][C:8]([O:11][C@@H:12]3[CH2:22][N:15]4[C:16](=[O:21])[CH2:17][CH2:18][N:19]([CH2:37][C:36]5[CH:39]=[CH:40][C:33]([O:32][C:31]([F:30])([F:41])[F:42])=[CH:34][CH:35]=5)[CH2:20][C@H:14]4[CH2:13]3)=[N:9][CH:10]=2)[CH2:4][CH2:3]1, predict the reactants needed to synthesize it. The reactants are: Cl.[CH:2]1([C:5]2[N:6]=[CH:7][C:8]([O:11][C@@H:12]3[CH2:22][N:15]4[C:16](=[O:21])[CH2:17][CH2:18][NH:19][CH2:20][C@H:14]4[CH2:13]3)=[N:9][CH:10]=2)[CH2:4][CH2:3]1.C(N(CC)CC)C.[F:30][C:31]([F:42])([F:41])[O:32][C:33]1[CH:40]=[CH:39][C:36]([CH:37]=O)=[CH:35][CH:34]=1.C(O[BH-](OC(=O)C)OC(=O)C)(=O)C.[Na+]. (5) Given the product [F:28][C:29]1[CH:30]=[C:31]([C:2]2[C:3]([N:22]3[CH2:26][CH2:25][C@@H:24]([OH:27])[CH2:23]3)=[N:4][CH:5]=[C:6]([CH:21]=2)[C:7]([NH:9][C:10]2[CH:15]=[CH:14][C:13]([O:16][C:17]([F:20])([F:18])[F:19])=[CH:12][CH:11]=2)=[O:8])[CH:32]=[C:33]([F:35])[CH:34]=1, predict the reactants needed to synthesize it. The reactants are: Br[C:2]1[C:3]([N:22]2[CH2:26][CH2:25][C@@H:24]([OH:27])[CH2:23]2)=[N:4][CH:5]=[C:6]([CH:21]=1)[C:7]([NH:9][C:10]1[CH:15]=[CH:14][C:13]([O:16][C:17]([F:20])([F:19])[F:18])=[CH:12][CH:11]=1)=[O:8].[F:28][C:29]1[CH:30]=[C:31](B(O)O)[CH:32]=[C:33]([F:35])[CH:34]=1. (6) The reactants are: C(OC([N:8]1[CH2:13][CH2:12][N:11]([C:14]2[S:15][C:16]([C:19]([F:22])([F:21])[F:20])=[N:17][N:18]=2)[CH2:10][CH2:9]1)=O)(C)(C)C.[F:23][C:24]([F:29])([F:28])[C:25]([OH:27])=[O:26]. Given the product [F:23][C:24]([F:29])([F:28])[C:25]([OH:27])=[O:26].[F:22][C:19]([F:20])([F:21])[C:16]1[S:15][C:14]([N:11]2[CH2:12][CH2:13][NH:8][CH2:9][CH2:10]2)=[N:18][N:17]=1, predict the reactants needed to synthesize it.